Dataset: Forward reaction prediction with 1.9M reactions from USPTO patents (1976-2016). Task: Predict the product of the given reaction. (1) Given the reactants [OH:1][CH2:2][CH2:3][CH2:4][CH2:5][C@@H:6]1[CH2:11][O:10][CH2:9][C@H:8]([C:12]2[CH:17]=[C:16]([F:18])[C:15]([F:19])=[C:14]([F:20])[CH:13]=2)[N:7]1[C:21]([O:23][C:24]([CH3:27])([CH3:26])[CH3:25])=[O:22].C(=O)([O-])[OH:29].[Na+].Cl[O-].[Na+].S([O-])([O-])=O.[Na+].[Na+].Cl, predict the reaction product. The product is: [C:24]([O:23][C:21]([N:7]1[C@@H:8]([C:12]2[CH:13]=[C:14]([F:20])[C:15]([F:19])=[C:16]([F:18])[CH:17]=2)[CH2:9][O:10][CH2:11][C@H:6]1[CH2:5][CH2:4][CH2:3][C:2]([OH:29])=[O:1])=[O:22])([CH3:27])([CH3:26])[CH3:25]. (2) Given the reactants [CH2:1]([O:3][C:4]([C:6]1[N:7]([NH2:15])[C:8]2[C:13]([CH:14]=1)=[CH:12][CH:11]=[CH:10][CH:9]=2)=[O:5])[CH3:2].[F:16][C:17]1[CH:24]=[CH:23][C:20]([CH:21]=O)=[CH:19][CH:18]=1, predict the reaction product. The product is: [CH2:1]([O:3][C:4]([C:6]1[N:7]([N:15]=[CH:21][C:20]2[CH:23]=[CH:24][C:17]([F:16])=[CH:18][CH:19]=2)[C:8]2[C:13]([CH:14]=1)=[CH:12][CH:11]=[CH:10][CH:9]=2)=[O:5])[CH3:2]. (3) The product is: [CH:12]([OH:14])=[O:89].[C:12]([N:15]1[C:24]2[C:19](=[CH:20][C:21]([C:25]3[CH:30]=[CH:29][C:28]([CH2:31][N:32]4[CH2:37][CH2:36][CH2:35][CH2:34][CH2:33]4)=[CH:27][CH:26]=3)=[CH:22][CH:23]=2)[C@H:18]([NH:38][C:2]2[CH:7]=[CH:6][C:5]([C:8]([F:11])([F:10])[F:9])=[CH:4][N:3]=2)[CH2:17][C@@H:16]1[CH3:39])(=[O:14])[CH3:13]. Given the reactants Cl[C:2]1[CH:7]=[CH:6][C:5]([C:8]([F:11])([F:10])[F:9])=[CH:4][N:3]=1.[C:12]([N:15]1[C:24]2[C:19](=[CH:20][C:21]([C:25]3[CH:30]=[CH:29][C:28]([CH2:31][N:32]4[CH2:37][CH2:36][CH2:35][CH2:34][CH2:33]4)=[CH:27][CH:26]=3)=[CH:22][CH:23]=2)[C@H:18]([NH2:38])[CH2:17][C@@H:16]1[CH3:39])(=[O:14])[CH3:13].C1C=CC(P(C2C(C3C(P(C4C=CC=CC=4)C4C=CC=CC=4)=CC=C4C=3C=CC=C4)=C3C(C=CC=C3)=CC=2)C2C=CC=CC=2)=CC=1.CC(C)([O-:89])C.[Na+], predict the reaction product. (4) Given the reactants Cl.[N:2]1([CH2:8][CH2:9][C:10]2[CH:18]=[CH:17][C:13]3=[N:14][O:15][N:16]=[C:12]3[CH:11]=2)[CH2:7][CH2:6][NH:5][CH2:4][CH2:3]1.[N:19]1([C:24]2[CH:25]=[C:26]3[C:31](=[CH:32][CH:33]=2)[CH2:30][C:29](=O)[CH2:28][CH2:27]3)[CH:23]=[N:22][N:21]=[N:20]1.C([BH3-])#N.[Na+], predict the reaction product. The product is: [N:19]1([C:24]2[CH:25]=[C:26]3[C:31](=[CH:32][CH:33]=2)[CH2:30][CH:29]([N:5]2[CH2:6][CH2:7][N:2]([CH2:8][CH2:9][C:10]4[CH:18]=[CH:17][C:13]5=[N:14][O:15][N:16]=[C:12]5[CH:11]=4)[CH2:3][CH2:4]2)[CH2:28][CH2:27]3)[CH:23]=[N:22][N:21]=[N:20]1.